From a dataset of Catalyst prediction with 721,799 reactions and 888 catalyst types from USPTO. Predict which catalyst facilitates the given reaction. (1) The catalyst class is: 5. Reactant: [C:1]1([C@@H:7]2[CH2:9][C@H:8]2[NH2:10])[CH:6]=[CH:5][CH:4]=[CH:3][CH:2]=1.[CH:11]([CH:13]1[O:18][CH2:17][CH2:16][N:15]([C:19]([O:21][C:22]([CH3:25])([CH3:24])[CH3:23])=[O:20])[CH2:14]1)=O.C(O)(=O)C.C([BH3-])#N.[Na+].C(N(CC)CC)C.[F:41][C:42]([F:53])([F:52])[C:43](O[C:43](=[O:44])[C:42]([F:53])([F:52])[F:41])=[O:44]. Product: [F:41][C:42]([F:53])([F:52])[C:43]([N:10]([CH2:11][CH:13]1[O:18][CH2:17][CH2:16][N:15]([C:19]([O:21][C:22]([CH3:23])([CH3:24])[CH3:25])=[O:20])[CH2:14]1)[C@@H:8]1[CH2:9][C@H:7]1[C:1]1[CH:6]=[CH:5][CH:4]=[CH:3][CH:2]=1)=[O:44]. (2) The catalyst class is: 124. Reactant: [CH:1]1([N:6]2[C:14]3[C:9](=[CH:10][CH:11]=[C:12]([C:15]4[N:19]([C:20]5[CH:28]=[CH:27][C:23](C(O)=O)=[CH:22][CH:21]=5)[N:18]=[CH:17][CH:16]=4)[CH:13]=3)[C:8]([CH2:29][CH3:30])=[N:7]2)[CH2:5][CH2:4][CH2:3][CH2:2]1.[CH:31]1N=CN(C(N2C=NC=C2)=O)C=1.Cl.[CH3:44][NH:45][O:46][CH3:47].[OH2:48]. Product: [CH:1]1([N:6]2[C:14]3[C:9](=[CH:10][CH:11]=[C:12]([C:15]4[N:19]([C:20]5[CH:21]=[CH:22][C:23]([C:44]([N:45]([O:46][CH3:47])[CH3:31])=[O:48])=[CH:27][CH:28]=5)[N:18]=[CH:17][CH:16]=4)[CH:13]=3)[C:8]([CH2:29][CH3:30])=[N:7]2)[CH2:5][CH2:4][CH2:3][CH2:2]1. (3) Reactant: [CH2:1]([N:3]1[C:12]2[C:7](=[CH:8][C:9]([CH2:13][CH:14]=[CH2:15])=[CH:10][CH:11]=2)[C:6](=[O:16])[C:5]([C:17]([O:19]CC)=[O:18])=[CH:4]1)[CH3:2].[OH-].[Na+]. Product: [CH2:1]([N:3]1[C:12]2[C:7](=[CH:8][C:9]([CH2:13][CH:14]=[CH2:15])=[CH:10][CH:11]=2)[C:6](=[O:16])[C:5]([C:17]([OH:19])=[O:18])=[CH:4]1)[CH3:2]. The catalyst class is: 7. (4) Reactant: [CH:1]([C:3]1[N:4]=[C:5]2[C:10]([N:11]3[CH2:16][CH2:15][O:14][CH2:13][CH2:12]3)=[CH:9][CH:8]=[N:7][N:6]2[C:17]=1[C:18]1[CH:30]=[CH:29][C:21]([C:22]([O:24][C:25]([CH3:28])([CH3:27])[CH3:26])=[O:23])=[CH:20][CH:19]=1)=O.[CH3:31][C:32]1[CH:41]=[C:40]([OH:42])[C:39]2[C:34](=[CH:35][CH:36]=[CH:37][CH:38]=2)[N:33]=1.C[Si](Cl)(C)C.N1C=CN=C1. Product: [OH:42][C:40]1[C:39]2[C:34](=[CH:35][CH:36]=[CH:37][CH:38]=2)[N:33]=[C:32](/[CH:31]=[CH:1]/[C:3]2[N:4]=[C:5]3[C:10]([N:11]4[CH2:16][CH2:15][O:14][CH2:13][CH2:12]4)=[CH:9][CH:8]=[N:7][N:6]3[C:17]=2[C:18]2[CH:30]=[CH:29][C:21]([C:22]([O:24][C:25]([CH3:26])([CH3:28])[CH3:27])=[O:23])=[CH:20][CH:19]=2)[CH:41]=1. The catalyst class is: 31. (5) Reactant: [C:1]1([CH:7]([NH:9][CH2:10][CH2:11][OH:12])[CH3:8])[CH:6]=[CH:5][CH:4]=[CH:3][CH:2]=1.C(N(C(C)C)CC)(C)C.[Si:22](Cl)([C:25]([CH3:28])([CH3:27])[CH3:26])([CH3:24])[CH3:23].O. Product: [Si:22]([O:12][CH2:11][CH2:10][NH:9][CH:7]([C:1]1[CH:6]=[CH:5][CH:4]=[CH:3][CH:2]=1)[CH3:8])([C:25]([CH3:28])([CH3:27])[CH3:26])([CH3:24])[CH3:23]. The catalyst class is: 4.